The task is: Predict the reaction yield, written as a fraction of the theoretical maximum amount of product (1.0 means a 100% yield; for example, 0.34 means a 34% yield).. This data is from Reaction yield outcomes from USPTO patents with 853,638 reactions. The reactants are [C:1]([C:3]1[CH:8]=[CH:7][C:6]([CH2:9][CH2:10][OH:11])=[CH:5][CH:4]=1)#[N:2].[C:12]1([CH3:22])[CH:17]=[CH:16][C:15]([S:18](Cl)(=[O:20])=[O:19])=[CH:14][CH:13]=1. The catalyst is N1C=CC=CC=1. The product is [C:1]([C:3]1[CH:8]=[CH:7][C:6]([CH2:9][CH2:10][O:11][S:18]([C:15]2[CH:16]=[CH:17][C:12]([CH3:22])=[CH:13][CH:14]=2)(=[O:20])=[O:19])=[CH:5][CH:4]=1)#[N:2]. The yield is 0.660.